From a dataset of Experimentally validated miRNA-target interactions with 360,000+ pairs, plus equal number of negative samples. Binary Classification. Given a miRNA mature sequence and a target amino acid sequence, predict their likelihood of interaction. (1) The miRNA is hsa-miR-1266-5p with sequence CCUCAGGGCUGUAGAACAGGGCU. The protein sequence of the target gene is MKHYEVEILDAKTREKLCFLDKVEPHATIAEIKNLFTKTHPQWYPARQSLRLDPKGKSLKDEDVLQKLPVGTTATLYFRDLGAQISWVTVFLTEYAGPLFIYLLFYFRVPFIYGHKYDFTSSRHTVVHLACICHSFHYIKRLLETLFVHRFSHGTMPLRNIFKNCTYYWGFAAWMAYYINHPLYTPPTYGAQQVKLALAIFVICQLGNFSIHMALRDLRPAGSKTRKIPYPTKNPFTWLFLLVSCPNYTYEVGSWIGFAIMTQCLPVALFSLVGFTQMTIWAKGKHRSYLKEFRDYPPLR.... Result: 0 (no interaction). (2) The miRNA is ath-miR167b with sequence UGAAGCUGCCAGCAUGAUCUA. The protein sequence of the target gene is MGAPLLSPGWGAGAAGRRWWMLLAPLLPALLLVRPAGALVEGLYCGTRDCYEVLGVSRSAGKAEIARAYRQLARRYHPDRYRPQPGDEGPGRTPQSAEEAFLLVATAYETLKDEETRKDYDYMLDHPEEYYSHYYHYYSRRLAPKVDVRVVILVSVCAISVFQFFSWWNSYNKAISYLATVPKYRIQATEIAKQQGLLKKAKEKGKNKKSKEEIRDEEENIIKNIIKSKIDIKGGYQKPQICDLLLFQIILAPFHLCSYIVWYCRWIYNFNIKGKEYGEEERLYIIRKSMKMSKSQFDSL.... Result: 0 (no interaction). (3) The miRNA is mmu-miR-377-3p with sequence AUCACACAAAGGCAACUUUUGU. The protein sequence of the target gene is MGRKLDLSGLTDDETEHVLQVVQRDFNLRKKEEDRLSEMKQRLAEENSKCSILSKHQKFVERCCMRCCSPFTFLVNARRRCGECKFSVCKSCCSYQKHEKLWVCCVCQQARLLRTQSLEWFYNNVKSRFKRFGSAKVLKNLYRKHRLESGACFDILGGGLFEPNLENEGSISGSDSTFYRQSEGHSMMDTLAVALRVAEEAIEEAISKAESHGDSLDKQNEASYLRDHKQELTEELAGTILQRIIRKQKDKAELRAEEEEPEWPRSQSGSVKARGEGTTAPPGRHKARATFRRSQSAFSF.... Result: 1 (interaction). (4) The miRNA is hsa-miR-6718-5p with sequence UAGUGGUCAGAGGGCUUAUGA. The protein sequence of the target gene is MNRAPLKRSRILHMALTGASDPSAEAEANGEKPFLLRALQIALVVSLYWVTSISMVFLNKYLLDSPSLRLDTPIFVTFYQCLVTTLLCKGLSALAACCPGAVDFPSLRLDLRVARSVLPLSVVFIGMITFNNLCLKYVGVAFYNVGRSLTTVFNVLLSYLLLKQTTSFYALLTCGIIIGGFWLGVDQEGAEGTLSWLGTVFGVLASLCVSLNAIYTTKVLPAVDGSIWRLTFYNNVNACILFLPLLLLLGELQALRDFAQLGSAHFWGMMTLGGLFGFAIGYVTGLQIKFTSPLTHNVSG.... Result: 0 (no interaction). (5) The miRNA is mmu-miR-7001-3p with sequence CGCUCACACUCCCUCUGCAG. The protein sequence of the target gene is MSEKKNCKNSSTNNNQTQDPSRNELQVPRSFVDRVVQDERDVQSQSSSTINTLLTLLDCLADYIMERVGLEASNNGSMRNTSQDREREVDNNREPHSAESDVTRFLFDEMPKSRKND. Result: 0 (no interaction).